From a dataset of Drug-target binding data from BindingDB using Ki measurements. Regression. Given a target protein amino acid sequence and a drug SMILES string, predict the binding affinity score between them. We predict pKi (pKi = -log10(Ki in M); higher means stronger inhibition). Dataset: bindingdb_ki. (1) The drug is FCCOc1ccc(CN2CCN(c3ccc(Cl)cc3)CC2)cc1. The target protein (P50129) has sequence MDVLCEENTSLSSPTNSFMQLNDDTRLYHNDFNSGEANTSDAFNWTVDSENRTNLSCEGCLSPPCFSLLHLQEKNWSALLTAVVIILTIAGNILVIMAVSLEKKLQNATNYFLMSLAIADMLLGFLVMPVSMLTILYGYRWPLPSKLCAVWIYLDVLFSTASIMHLCAISLDRYVAIQNPIHHRRFNSRTKAFLKIIAVWTISVGISMPIPVFGLQDDSKVFKEGSCLLADDNFVLIGSFVSFFIPLTIMVITYFLTIKSLQKEATLCVSDLGTRAKLASFSFLPQSSLSSEKLFQRSIHREPGSYGRRTMQSISNEQKACKVLGIVFFLFVVMWCPFFITNIMAVICKESCNEDVIGALLNVFVWIGYLSSAVNPLVYTLFNKTYRSAFSRYIQCQYKENKKPLQLILVNTIPALAYKSSQLQTGQKENSKQDDKATENDCTMVALGKQHSEDAPADNSNTVNEKVSCV. The pKi is 5.7. (2) The small molecule is CC(C)[C@H](NC(=O)N(C)Cc1ccccn1)C(=O)N[C@@H](CC1CCCCC1)[C@H](O)[C@@H](O)[C@H](CC1CCCCC1)NC(=O)[C@@H](NC(=O)N(C)Cc1ccccn1)C(C)C. The target protein sequence is PQVTLWQRPLVTIKIGGQLKEALLDTGADDTVLEEMSLPGRWKPKMIGGIGGFIKVRQYDQILIEICGHKAIGTVLVGPTPANIIGRNLLTQIGCTLNF. The pKi is 7.9. (3) The drug is COc1ccnc(N2CC3CN(C(=O)c4c(OC)ccc5ccccc45)CC3C2)n1. The pKi is 6.8. The target protein (O43613) has sequence MEPSATPGAQMGVPPGSREPSPVPPDYEDEFLRYLWRDYLYPKQYEWVLIAAYVAVFVVALVGNTLVCLAVWRNHHMRTVTNYFIVNLSLADVLVTAICLPASLLVDITESWLFGHALCKVIPYLQAVSVSVAVLTLSFIALDRWYAICHPLLFKSTARRARGSILGIWAVSLAIMVPQAAVMECSSVLPELANRTRLFSVCDERWADDLYPKIYHSCFFIVTYLAPLGLMAMAYFQIFRKLWGRQIPGTTSALVRNWKRPSDQLGDLEQGLSGEPQPRARAFLAEVKQMRARRKTAKMLMVVLLVFALCYLPISVLNVLKRVFGMFRQASDREAVYACFTFSHWLVYANSAANPIIYNFLSGKFREQFKAAFSCCLPGLGPCGSLKAPSPRSSASHKSLSLQSRCSISKISEHVVLTSVTTVLP. (4) The small molecule is O=C1c2ccccc2S(=O)(=O)N1CCCCN1CCN(c2cc(Cl)cc3c2OCCO3)CC1. The target protein sequence is MTQYNHSAELALQSSANKSLNFTEALDERTLLGLKISLSVLLSVITLATILANVFVVITIFLTRKLHTPANYLIGSLAVTDLLVSVLVMPISIAYTVTHTWAFGQVLCDIWLSSDITCCTASILHLCVIALDRYWAITDALEYAKRRTAGRAALMIAVVWMISVSISVPPFFWRQVKAHEEIAKCAVNTDQISYTIYSTCGAFYIPSVLLLILYGRIYVAARSRILKPPSLYGKRFTTAHLITGSAGSSLCSINASLHEGHSHPGGSPIFINHVQIKLADSVLERKRISAARERKATKTLGIILGAFIFCWLPFFVMSLVLPICQDACWFHPILLDFFTWLGYLNSLINPVIYTAFNEEFKQAFQNLIRVKKRLP. The pKi is 5.9. (5) The small molecule is CN(C)N/N=C1/N=CN=C1C(N)=O. The target protein (P23919) has sequence MAARRGALIVLEGVDRAGKSTQSRKLVEALCAAGHRAELLRFPERSTEIGKLLSSYLQKKSDVEDHSVHLLFSANRWEQVPLIKEKLSQGVTLVVDRYAFSGVAFTGAKENFSLDWCKQPDVGLPKPDLVLFLQLQLADAAKRGAFGHERYENGAFQERALRCFHQLMKDTTLNWKMVDASKSIEAVHEDIRVLSEDAIRTATEKPLGELWK. The pKi is 3.7. (6) The small molecule is CC(C)C[C@H](NC(=O)[C@@H](N)Cc1ccccc1)C(=O)N[C@@H](Cc1ccc(O)cc1)C(=O)N[C@@H](CCC(N)=O)C(=O)N1CCC[C@H]1C(=O)N[C@@H](CCC(N)=O)C(=O)N[C@@H](CCCNC(=N)N)C(=O)N[C@@H](Cc1ccccc1)C(N)=O. The target protein (Q9EQD2) has sequence MGKRWDSNSSGSWDHIWSGNDTQHPWYSDINITYMNYYLHQPHVTAVFISSYFLIFFLCMVGNTVVCFVVIRNRYMHTVTNFFIFNLAISDLLVGIFCMPITLLDNIIAGWPFGSSMCKISGLVQGISVAASVFTLVAIAVDRFRCVVYPFKPKLTVKTAFVMIVIIWGLAITIMTPSAIMLHVQEEKYYRVRLSSHNKTSTVYWCREDWPNQEMRRIYTTVLFATIYLAPLSLIVIMYARIGASLFKTSAHSTGKQRLEQWHVSKKKQKVIKMLLTVALLFILSWLPLWTLMMLSDYADLSPNKLRVINIYVYPFAHWLAFCNSSVNPIIYGFFNENFRSGFQDAFQFCQKKVKPQEAYGLRAKRNLDINTSGLLVHEPASQNPSGENLGCRKSADNPTQESLMEETGEATNSTET. The pKi is 9.5.